Dataset: Catalyst prediction with 721,799 reactions and 888 catalyst types from USPTO. Task: Predict which catalyst facilitates the given reaction. (1) Reactant: [F:1][C:2]1[CH:7]=[CH:6][N:5]=[C:4]([NH2:8])[CH:3]=1.[I:9]N1C(=O)CCC1=O. Product: [F:1][C:2]1[C:7]([I:9])=[CH:6][N:5]=[C:4]([NH2:8])[CH:3]=1. The catalyst class is: 10. (2) Reactant: [O:1]1[CH2:6][CH2:5][N:4]([CH2:7][C:8]2[CH:13]=[CH:12][C:11]([C:14]3[NH:15][C:16]4[C:21]([N:22]=3)=[C:20]([C:23]3[CH:24]=[CH:25][C:26]([O:31][CH:32]5[CH2:37][CH2:36][NH:35][CH2:34][CH2:33]5)=[C:27]([CH:30]=3)[C:28]#[N:29])[N:19]=[CH:18][N:17]=4)=[CH:10][CH:9]=2)[CH2:3][CH2:2]1.[F:38][CH:39]([F:43])[C:40](O)=[O:41].CCN(C(C)C)C(C)C.CN(C(ON1N=NC2C=CC=NC1=2)=[N+](C)C)C.F[P-](F)(F)(F)(F)F. The catalyst class is: 3. Product: [F:38][CH:39]([F:43])[C:40]([N:35]1[CH2:36][CH2:37][CH:32]([O:31][C:26]2[CH:25]=[CH:24][C:23]([C:20]3[N:19]=[CH:18][N:17]=[C:16]4[C:21]=3[N:22]=[C:14]([C:11]3[CH:10]=[CH:9][C:8]([CH2:7][N:4]5[CH2:5][CH2:6][O:1][CH2:2][CH2:3]5)=[CH:13][CH:12]=3)[NH:15]4)=[CH:30][C:27]=2[C:28]#[N:29])[CH2:33][CH2:34]1)=[O:41]. (3) Reactant: OO.[CH3:3][S:4][C:5]1[C:6]([N:27]2[CH2:32][CH2:31][O:30][CH2:29][CH2:28]2)=[N:7][C:8]([C:11]2[CH:16]=[CH:15][C:14]([NH:17][C:18](=[O:26])[O:19][C:20]3[CH:25]=[CH:24][CH:23]=[CH:22][CH:21]=3)=[CH:13][CH:12]=2)=[N:9][CH:10]=1.CC(OC(C)=O)=[O:35]. Product: [CH3:3][S:4]([C:5]1[C:6]([N:27]2[CH2:32][CH2:31][O:30][CH2:29][CH2:28]2)=[N:7][C:8]([C:11]2[CH:12]=[CH:13][C:14]([NH:17][C:18](=[O:26])[O:19][C:20]3[CH:21]=[CH:22][CH:23]=[CH:24][CH:25]=3)=[CH:15][CH:16]=2)=[N:9][CH:10]=1)=[O:35]. The catalyst class is: 2.